This data is from Full USPTO retrosynthesis dataset with 1.9M reactions from patents (1976-2016). The task is: Predict the reactants needed to synthesize the given product. Given the product [CH3:25][O:24][C:7]1[CH:6]=[CH:5][C:4]2[N:3]=[C:2]([NH:31][C:29]3[CH:30]=[N:26][NH:27][CH:28]=3)[C:11]3[NH:12][N:13]=[CH:14][C:10]=3[C:9]=2[CH:8]=1, predict the reactants needed to synthesize it. The reactants are: Cl[C:2]1[C:11]2=[N:12][N:13](CC3C=CC(OC)=CC=3)[CH:14]=[C:10]2[C:9]2[CH:8]=[C:7]([O:24][CH3:25])[CH:6]=[CH:5][C:4]=2[N:3]=1.[NH:26]1[CH:30]=[C:29]([NH2:31])[CH:28]=[N:27]1.Cl.